From a dataset of Catalyst prediction with 721,799 reactions and 888 catalyst types from USPTO. Predict which catalyst facilitates the given reaction. (1) Reactant: [CH:1]1([N:4]2[C:8]([CH:9]3[CH2:14][CH2:13][N:12](C(OC(C)(C)C)=O)[CH2:11][CH2:10]3)=[N:7][N:6]=[N:5]2)[CH2:3][CH2:2]1. Product: [CH:1]1([N:4]2[C:8]([CH:9]3[CH2:14][CH2:13][NH:12][CH2:11][CH2:10]3)=[N:7][N:6]=[N:5]2)[CH2:3][CH2:2]1. The catalyst class is: 89. (2) Reactant: Br[C:2]1[CH:15]=[CH:14][C:5]([O:6][CH2:7][CH2:8][N:9]([CH2:12][CH3:13])[CH2:10][CH3:11])=[C:4]([F:16])[CH:3]=1.[CH3:17][C:18]1([CH3:34])[C:22]([CH3:24])([CH3:23])[O:21][B:20]([B:20]2[O:21][C:22]([CH3:24])([CH3:23])[C:18]([CH3:34])([CH3:17])[O:19]2)[O:19]1.CC([O-])=O.[K+]. Product: [CH2:10]([N:9]([CH2:12][CH3:13])[CH2:8][CH2:7][O:6][C:5]1[CH:14]=[CH:15][C:2]([B:20]2[O:21][C:22]([CH3:24])([CH3:23])[C:18]([CH3:34])([CH3:17])[O:19]2)=[CH:3][C:4]=1[F:16])[CH3:11]. The catalyst class is: 140. (3) Reactant: [C:1]([O:5][C:6]([N:8]1[CH2:13][CH2:12][CH:11]([O:14][C:15]2[C:16](Br)=[C:17]3[C:22](=[CH:23][CH:24]=2)[CH:21]=[N:20][CH:19]=[CH:18]3)[CH2:10][CH2:9]1)=[O:7])([CH3:4])([CH3:3])[CH3:2].O.C(OCC)(=O)C.[CH3:33][N:34](C=O)C. Product: [C:1]([O:5][C:6]([N:8]1[CH2:13][CH2:12][CH:11]([O:14][C:15]2[C:16]([C:33]#[N:34])=[C:17]3[C:22](=[CH:23][CH:24]=2)[CH:21]=[N:20][CH:19]=[CH:18]3)[CH2:10][CH2:9]1)=[O:7])([CH3:4])([CH3:3])[CH3:2]. The catalyst class is: 380. (4) Reactant: C(=O)([O-])[O-].[K+].[K+].[NH:7]1[CH2:11][CH2:10][CH2:9][CH2:8]1.CC1C=CC(S(O[CH2:23][CH:24]2[CH2:28][O:27][C:26](=[O:29])[NH:25]2)(=O)=O)=CC=1. Product: [N:7]1([CH2:23][CH:24]2[CH2:28][O:27][C:26](=[O:29])[NH:25]2)[CH2:11][CH2:10][CH2:9][CH2:8]1. The catalyst class is: 10. (5) Reactant: [NH:1]1[C:9]2[C:4](=[C:5]([C:10]3[N:19]=[CH:18][C:17]4[N:16]([CH2:20][CH2:21][CH:22]([NH:27]C(=O)OC(C)(C)C)[C:23]([CH3:26])([CH3:25])[CH3:24])[CH2:15][C@@H:14]5[CH2:35][O:36][CH2:37][CH2:38][N:13]5[C:12]=4[N:11]=3)[CH:6]=[CH:7][CH:8]=2)[CH:3]=[CH:2]1. Product: [NH:1]1[C:9]2[C:4](=[C:5]([C:10]3[N:19]=[CH:18][C:17]4[N:16]([CH2:20][CH2:21][CH:22]([NH2:27])[C:23]([CH3:26])([CH3:24])[CH3:25])[CH2:15][C@@H:14]5[CH2:35][O:36][CH2:37][CH2:38][N:13]5[C:12]=4[N:11]=3)[CH:6]=[CH:7][CH:8]=2)[CH:3]=[CH:2]1. The catalyst class is: 557. (6) Reactant: Cl[CH2:2][C:3](=[O:26])[NH:4][CH2:5][CH2:6][CH2:7][O:8][CH2:9][CH2:10][O:11][CH2:12][CH2:13][O:14][CH2:15][CH2:16][CH2:17][NH:18][C:19](=[O:25])[O:20][C:21]([CH3:24])([CH3:23])[CH3:22].[OH:27][C:28]1[CH:37]=[CH:36][CH:35]=[C:30]([C:31]([O:33][CH3:34])=[O:32])[C:29]=1[C:38]([O:40][CH3:41])=[O:39].C(=O)([O-])[O-].[Cs+].[Cs+]. Product: [CH3:22][C:21]([CH3:24])([O:20][C:19](=[O:25])[NH:18][CH2:17][CH2:16][CH2:15][O:14][CH2:13][CH2:12][O:11][CH2:10][CH2:9][O:8][CH2:7][CH2:6][CH2:5][NH:4][C:3](=[O:26])[CH2:2][O:27][C:28]1[CH:37]=[CH:36][CH:35]=[C:30]([C:31]([O:33][CH3:34])=[O:32])[C:29]=1[C:38]([O:40][CH3:41])=[O:39])[CH3:23]. The catalyst class is: 23. (7) Reactant: C([N:3](CC)CC)C.N[C:9]1[CH:10]=[N:11][C:12]2[C:17]([C:18]=1[OH:19])=[CH:16][CH:15]=[C:14]([CH3:20])[CH:13]=2.[C:21](Cl)(=[O:25])[CH2:22][CH2:23][CH3:24].CO. Product: [OH:19][C:18]1([NH:3][C:21](=[O:25])[CH2:22][CH2:23][CH3:24])[C:17]2[C:12](=[CH:13][C:14]([CH3:20])=[CH:15][CH:16]=2)[N:11]=[CH:10][CH2:9]1. The catalyst class is: 4. (8) Reactant: [CH3:1][O:2][C:3]1([OH:20])[CH:8]=[C:7]([O:9]C)[N:6]=[C:5]([C:11]2[S:12][CH:13]=[C:14]([C:16]([F:19])([F:18])[F:17])[N:15]=2)[NH:4]1.B(Cl)(Cl)Cl.O.C(Cl)Cl. Product: [OH:9][C:7]1[N:6]=[C:5]([C:11]2[S:12][CH:13]=[C:14]([C:16]([F:19])([F:18])[F:17])[N:15]=2)[NH:4][C:3]([O:2][CH3:1])([OH:20])[CH:8]=1. The catalyst class is: 26. (9) Reactant: [CH2:1]([N:8]1[C:12]([C:19]2[CH:24]=[CH:23][CH:22]=[CH:21][CH:20]=2)([C:13]2[CH:18]=[CH:17][CH:16]=[CH:15][CH:14]=2)[C:11](=[O:25])[N:10]([CH2:26][O:27]C2CCCCO2)[C:9]1=[O:34])[C:2]1[CH:7]=[CH:6][CH:5]=[CH:4][CH:3]=1. Product: [CH2:1]([N:8]1[C:12]([C:13]2[CH:14]=[CH:15][CH:16]=[CH:17][CH:18]=2)([C:19]2[CH:24]=[CH:23][CH:22]=[CH:21][CH:20]=2)[C:11](=[O:25])[N:10]([CH2:26][OH:27])[C:9]1=[O:34])[C:2]1[CH:3]=[CH:4][CH:5]=[CH:6][CH:7]=1. The catalyst class is: 13.